This data is from NCI-60 drug combinations with 297,098 pairs across 59 cell lines. The task is: Regression. Given two drug SMILES strings and cell line genomic features, predict the synergy score measuring deviation from expected non-interaction effect. (1) Drug 1: C(CCl)NC(=O)N(CCCl)N=O. Drug 2: CC12CCC3C(C1CCC2OP(=O)(O)O)CCC4=C3C=CC(=C4)OC(=O)N(CCCl)CCCl.[Na+]. Cell line: SN12C. Synergy scores: CSS=-2.67, Synergy_ZIP=2.76, Synergy_Bliss=4.07, Synergy_Loewe=-9.20, Synergy_HSA=-8.65. (2) Drug 1: CC1=C(C=C(C=C1)C(=O)NC2=CC(=CC(=C2)C(F)(F)F)N3C=C(N=C3)C)NC4=NC=CC(=N4)C5=CN=CC=C5. Drug 2: CC1CCC2CC(C(=CC=CC=CC(CC(C(=O)C(C(C(=CC(C(=O)CC(OC(=O)C3CCCCN3C(=O)C(=O)C1(O2)O)C(C)CC4CCC(C(C4)OC)OCCO)C)C)O)OC)C)C)C)OC. Cell line: MALME-3M. Synergy scores: CSS=16.1, Synergy_ZIP=1.16, Synergy_Bliss=3.58, Synergy_Loewe=-14.3, Synergy_HSA=-2.88. (3) Drug 1: C1=CC(=CC=C1CCCC(=O)O)N(CCCl)CCCl. Drug 2: C1=NC2=C(N=C(N=C2N1C3C(C(C(O3)CO)O)O)F)N. Cell line: SN12C. Synergy scores: CSS=19.9, Synergy_ZIP=-12.1, Synergy_Bliss=-3.16, Synergy_Loewe=-8.00, Synergy_HSA=-2.40.